From a dataset of Reaction yield outcomes from USPTO patents with 853,638 reactions. Predict the reaction yield, written as a fraction of the theoretical maximum amount of product (1.0 means a 100% yield; for example, 0.34 means a 34% yield). (1) The reactants are [F:1][C:2]([F:35])([F:34])[C:3]1[CH:4]=[C:5]([C@@H:13]2[O:17][C:16](=[O:18])[N:15]([CH2:19][C:20]3[C:25]([NH:26][CH:27]4[CH2:32][CH2:31][CH2:30][CH2:29][CH2:28]4)=[N:24][CH:23]=[CH:22][N:21]=3)[C@H:14]2[CH3:33])[CH:6]=[C:7]([C:9]([F:12])([F:11])[F:10])[CH:8]=1.[Br:36]N1C(=O)CCC1=O. The catalyst is CN(C=O)C. The product is [F:12][C:9]([F:10])([F:11])[C:7]1[CH:6]=[C:5]([C@@H:13]2[O:17][C:16](=[O:18])[N:15]([CH2:19][C:20]3[C:25]([NH:26][CH:27]4[CH2:28][CH2:29][CH2:30][CH2:31][CH2:32]4)=[N:24][CH:23]=[C:22]([Br:36])[N:21]=3)[C@H:14]2[CH3:33])[CH:4]=[C:3]([C:2]([F:1])([F:34])[F:35])[CH:8]=1. The yield is 0.920. (2) The reactants are C(OC([O:8][C:9]1[CH:14]=[C:13]([CH2:15][NH:16][C:17]([O:19][C:20]([CH3:23])([CH3:22])[CH3:21])=[O:18])[CH:12]=[CH:11][C:10]=1[C:24]1[CH:29]=[CH:28][CH:27]=[CH:26][CH:25]=1)=O)(C)(C)C.[OH-].[Na+]. The catalyst is CO. The product is [C:20]([O:19][C:17]([NH:16][CH2:15][C:13]1[CH:14]=[C:9]([OH:8])[C:10]([C:24]2[CH:29]=[CH:28][CH:27]=[CH:26][CH:25]=2)=[CH:11][CH:12]=1)=[O:18])([CH3:23])([CH3:21])[CH3:22]. The yield is 0.610. (3) The catalyst is CN(C=O)C.O. The product is [C:17]([Si:21]([O:10][C:7]1[CH:8]=[CH:9][C:4]([N:1]=[C:2]=[S:3])=[C:5]([CH3:11])[CH:6]=1)([CH3:23])[CH3:22])([CH3:20])([CH3:19])[CH3:18]. The reactants are [N:1]([C:4]1[CH:9]=[CH:8][C:7]([OH:10])=[CH:6][C:5]=1[CH3:11])=[C:2]=[S:3].N1C=CN=C1.[C:17]([Si:21](Cl)([CH3:23])[CH3:22])([CH3:20])([CH3:19])[CH3:18]. The yield is 0.890. (4) The catalyst is C(N(CCCC)CCCC)CCC.O1CCCC1.COC1C=CC=C(OC)C=1C1C=CC=CC=1P(C1CCCCC1)C1CCCCC1. The reactants are Cl[C:2]1[CH:7]=[CH:6][CH:5]=[CH:4][C:3]=1[C:8]([F:11])([F:10])[F:9].[NH:12]1[CH2:17][CH2:16][NH:15][CH2:14][CH2:13]1.CC(C)([O-])C.[Na+]. The yield is 0.960. The product is [F:9][C:8]([F:11])([F:10])[C:3]1[CH:4]=[CH:5][C:6]([N:12]2[CH2:17][CH2:16][NH:15][CH2:14][CH2:13]2)=[CH:7][CH:2]=1. (5) The reactants are [CH3:1][NH:2][C:3]1[C:12]2[C:7](=[CH:8][CH:9]=[C:10]([C:13]3[CH:14]=[C:15]([CH:19]=[CH:20][CH:21]=3)[C:16](O)=[O:17])[CH:11]=2)[N:6]=[C:5]([C:22]2[CH:23]=[N:24][CH:25]=[CH:26][CH:27]=2)[N:4]=1.CCN=C=NCCCN(C)C.C1C=CC2N(O)N=NC=2C=1.[S:49]1[CH:53]=[CH:52][N:51]=[C:50]1[NH2:54]. The catalyst is CN1C(=O)CCC1.O. The product is [CH3:1][NH:2][C:3]1[C:12]2[C:7](=[CH:8][CH:9]=[C:10]([C:13]3[CH:14]=[C:15]([CH:19]=[CH:20][CH:21]=3)[C:16]([NH:54][C:50]3[S:49][CH:53]=[CH:52][N:51]=3)=[O:17])[CH:11]=2)[N:6]=[C:5]([C:22]2[CH:23]=[N:24][CH:25]=[CH:26][CH:27]=2)[N:4]=1. The yield is 0.156. (6) The reactants are [CH2:1]([N:8]1[CH2:13][CH2:12][CH:11]([N:14]2[C:27]3[CH:26]=[CH:25][C:24]([C:28]([OH:30])=[O:29])=[CH:23][C:22]=3[O:21][C:20]3[C:15]2=[CH:16][CH:17]=[CH:18][C:19]=3[O:31][CH3:32])[CH2:10][CH2:9]1)[C:2]1[CH:7]=[CH:6][CH:5]=[CH:4][CH:3]=1.[CH3:33][N:34](C(ON1N=N[C:43]2C=[CH:45][CH:46]=[N:47][C:42]1=2)=[N+](C)C)[CH3:35].F[P-](F)(F)(F)(F)F.C(N(C(C)C)CC)(C)C.C(NCC)C. The catalyst is CN(C=O)C.O. The product is [CH2:46]([N:47]([CH2:42][CH3:43])[C:28]([C:24]1[CH:25]=[CH:26][C:27]2[N:14]([CH:11]3[CH2:10][CH2:9][N:8]([CH2:1][C:2]4[CH:7]=[CH:6][CH:5]=[CH:4][CH:3]=4)[CH2:13][CH2:12]3)[C:15]3[C:20]([O:21][C:22]=2[CH:23]=1)=[C:19]([O:31][CH3:32])[CH:18]=[CH:17][CH:16]=3)=[O:29])[CH3:45].[CH3:33][N:34]([CH3:35])[C:28]([C:24]1[CH:25]=[CH:26][C:27]2[N:14]([CH:11]3[CH2:12][CH2:13][N:8]([CH2:1][C:2]4[CH:7]=[CH:6][CH:5]=[CH:4][CH:3]=4)[CH2:9][CH2:10]3)[C:15]3[C:20]([O:21][C:22]=2[CH:23]=1)=[C:19]([O:31][CH3:32])[CH:18]=[CH:17][CH:16]=3)=[O:30]. The yield is 0.280. (7) The reactants are [NH2:1][C:2]1[C:3]2[N:4]([C:8]([C@H:12]3[CH2:17][CH2:16][C@H:15]([CH2:18][NH:19][C:20](=[O:29])[O:21][CH2:22][C:23]4[CH:28]=[CH:27][CH:26]=[CH:25][CH:24]=4)[CH2:14][CH2:13]3)=[N:9][C:10]=2I)[CH:5]=[CH:6][N:7]=1.C(OC([N:37]1[C:45]2[C:40](=[CH:41][CH:42]=[CH:43][CH:44]=2)[CH:39]=[C:38]1B(O)O)=O)(C)(C)C.O.C(=O)([O-])[O-].[Cs+].[Cs+]. The catalyst is COCCOC. The product is [NH3:1].[CH2:22]([O:21][C:20](=[O:29])[NH:19][CH2:18][C@H:15]1[CH2:16][CH2:17][C@H:12]([C:8]2[N:4]3[CH:5]=[CH:6][N:7]=[C:2]([NH2:1])[C:3]3=[C:10]([C:38]3[NH:37][C:45]4[C:40]([CH:39]=3)=[CH:41][CH:42]=[CH:43][CH:44]=4)[N:9]=2)[CH2:13][CH2:14]1)[C:23]1[CH:28]=[CH:27][CH:26]=[CH:25][CH:24]=1. The yield is 0.0500. (8) The reactants are [F:1][C:2]1[CH:7]=[CH:6][CH:5]=[CH:4][C:3]=1[CH:8]1[CH2:10][O:9]1.[OH:11][C:12]1[CH:19]=[CH:18][C:15]([CH:16]=[O:17])=[CH:14][CH:13]=1.[OH-].[Na+]. The catalyst is C1(C)C=CC=CC=1. The product is [F:1][C:2]1[CH:7]=[CH:6][CH:5]=[CH:4][C:3]=1[CH:8]([OH:9])[CH2:10][O:11][C:12]1[CH:19]=[CH:18][C:15]([CH:16]=[O:17])=[CH:14][CH:13]=1. The yield is 0.110.